From a dataset of Peptide-MHC class I binding affinity with 185,985 pairs from IEDB/IMGT. Regression. Given a peptide amino acid sequence and an MHC pseudo amino acid sequence, predict their binding affinity value. This is MHC class I binding data. The peptide sequence is VPPQYKEKF. The MHC is Mamu-A01 with pseudo-sequence Mamu-A01. The binding affinity (normalized) is 0.294.